This data is from Full USPTO retrosynthesis dataset with 1.9M reactions from patents (1976-2016). The task is: Predict the reactants needed to synthesize the given product. (1) Given the product [Cl:1][C:2]1[CH:3]=[CH:4][C:5]2[O:10][CH:9]([C:11]([N:13]3[CH2:19][CH2:18][CH2:17][N:16]([CH2:20][C:21]4[CH:22]=[CH:23][C:24]([F:27])=[CH:25][CH:26]=4)[CH2:15][CH2:14]3)=[O:12])[CH2:8][N:7]([C:34]([NH2:31])=[O:38])[C:6]=2[CH:28]=1, predict the reactants needed to synthesize it. The reactants are: [Cl:1][C:2]1[CH:3]=[CH:4][C:5]2[O:10][CH:9]([C:11]([N:13]3[CH2:19][CH2:18][CH2:17][N:16]([CH2:20][C:21]4[CH:26]=[CH:25][C:24]([F:27])=[CH:23][CH:22]=4)[CH2:15][CH2:14]3)=[O:12])[CH2:8][NH:7][C:6]=2[CH:28]=1.C([N:31]([CH2:34]C)CC)C.ClC(OCC)=[O:38]. (2) Given the product [CH3:17][CH:18]1[CH2:22][CH2:21][N:20]([CH2:15][C:12]2[CH:11]=[CH:10][C:9]([C:8]#[C:7][C:1]3[CH:2]=[CH:3][CH:4]=[CH:5][CH:6]=3)=[CH:14][N:13]=2)[C:19]1=[O:23], predict the reactants needed to synthesize it. The reactants are: [C:1]1([C:7]#[C:8][C:9]2[CH:10]=[CH:11][C:12]([CH2:15]O)=[N:13][CH:14]=2)[CH:6]=[CH:5][CH:4]=[CH:3][CH:2]=1.[CH3:17][CH:18]1[CH2:22][CH2:21][NH:20][C:19]1=[O:23]. (3) The reactants are: CC1(C)C(C)(C)OB([C:9]2[CH:26]=[CH:25][C:12]3[CH2:13][CH2:14][N:15]([C:18]([O:20][C:21]([CH3:24])([CH3:23])[CH3:22])=[O:19])[CH2:16][CH2:17][C:11]=3[CH:10]=2)O1.Cl[C:29]1[N:34]=[CH:33][C:32]([C:35]([O:37][CH3:38])=[O:36])=[CH:31][CH:30]=1. Given the product [CH3:38][O:37][C:35]([C:32]1[CH:31]=[CH:30][C:29]([C:9]2[CH:26]=[CH:25][C:12]3[CH2:13][CH2:14][N:15]([C:18]([O:20][C:21]([CH3:23])([CH3:22])[CH3:24])=[O:19])[CH2:16][CH2:17][C:11]=3[CH:10]=2)=[N:34][CH:33]=1)=[O:36], predict the reactants needed to synthesize it. (4) Given the product [C:32]1([C:30]2[N:29]=[C:28]([C:38]3[CH:39]=[CH:40][CH:41]=[CH:42][CH:43]=3)[N:27]=[C:26]([C:21]3[CH:20]=[C:19]([C:59]4[CH:58]=[CH:57][C:56]([C:51]5[CH:52]=[CH:53][CH:54]=[CH:55][N:50]=5)=[CH:61][CH:60]=4)[CH:24]=[C:23]([C:13]4[C:14]5[C:5]([C:6]6[CH:7]=[CH:8][CH:9]=[CH:10][C:11]=6[CH:12]=4)=[CH:4][CH:3]=[CH:2][CH:1]=5)[CH:22]=3)[N:31]=2)[CH:37]=[CH:36][CH:35]=[CH:34][CH:33]=1, predict the reactants needed to synthesize it. The reactants are: [CH:1]1[C:14]2[CH:13]=[C:12](B(O)O)[C:11]3[C:6](=[CH:7][CH:8]=[CH:9][CH:10]=3)[C:5]=2[CH:4]=[CH:3][CH:2]=1.Br[C:19]1[CH:20]=[C:21]([C:26]2[N:31]=[C:30]([C:32]3[CH:37]=[CH:36][CH:35]=[CH:34][CH:33]=3)[N:29]=[C:28]([C:38]3[CH:43]=[CH:42][CH:41]=[CH:40][CH:39]=3)[N:27]=2)[CH:22]=[C:23](Br)[CH:24]=1.C([O-])([O-])=O.[K+].[K+].[N:50]1[CH:55]=[CH:54][CH:53]=[CH:52][C:51]=1[C:56]1[CH:61]=[CH:60][C:59](B(O)O)=[CH:58][CH:57]=1. (5) Given the product [Br:46][C:47]1[CH:53]=[CH:52][C:50]([NH:51][C:16](=[O:17])[C:15]2[CH:14]=[CH:13][C:12]([N:9]3[CH2:10][CH2:11][N:6]([C:4]([CH:1]4[CH2:2][CH2:3]4)=[O:5])[CH2:7][CH2:8]3)=[CH:20][CH:19]=2)=[CH:49][CH:48]=1, predict the reactants needed to synthesize it. The reactants are: [CH:1]1([C:4]([N:6]2[CH2:11][CH2:10][N:9]([C:12]3[CH:20]=[CH:19][C:15]([C:16](O)=[O:17])=[CH:14][CH:13]=3)[CH2:8][CH2:7]2)=[O:5])[CH2:3][CH2:2]1.CCN=C=NCCCN(C)C.Cl.ON1C2N=CC=CC=2N=N1.ClCCl.[Br:46][C:47]1[CH:53]=[CH:52][C:50]([NH2:51])=[CH:49][CH:48]=1.C(N(CC)C(C)C)(C)C.